This data is from TCR-epitope binding with 47,182 pairs between 192 epitopes and 23,139 TCRs. The task is: Binary Classification. Given a T-cell receptor sequence (or CDR3 region) and an epitope sequence, predict whether binding occurs between them. (1) The epitope is YLNTLTLAV. The TCR CDR3 sequence is CASSRLTDTQYF. Result: 1 (the TCR binds to the epitope). (2) The epitope is AIMTRCLAV. The TCR CDR3 sequence is CASSLTSASYEQYF. Result: 0 (the TCR does not bind to the epitope).